Dataset: Full USPTO retrosynthesis dataset with 1.9M reactions from patents (1976-2016). Task: Predict the reactants needed to synthesize the given product. (1) Given the product [CH2:1]([O:3][C:4]([C:6]1[CH:10]=[C:9]([C:11](=[O:13])/[CH:12]=[CH:18]/[N:19]([CH3:21])[CH3:20])[NH:8][CH:7]=1)=[O:5])[CH3:2], predict the reactants needed to synthesize it. The reactants are: [CH2:1]([O:3][C:4]([C:6]1[CH:10]=[C:9]([C:11](=[O:13])[CH3:12])[NH:8][CH:7]=1)=[O:5])[CH3:2].C(O[CH:18](OC(C)C)[N:19]([CH3:21])[CH3:20])(C)C.C([O-])(O)=O.[Na+]. (2) Given the product [CH3:45][N:43]1[CH:44]=[C:40]([C:15]2[C:16](=[O:10])[NH:17][C:18]3[C:23]([C:14]=2[O:6][CH2:1][C:2]([F:5])([F:4])[F:3])=[CH:22][C:21]([S:24][C:25]2[N:29]4[CH:30]=[C:31]([C:34]5[CH:35]=[N:36][N:37]([CH3:39])[CH:38]=5)[CH:32]=[CH:33][C:28]4=[N:27][N:26]=2)=[CH:20][CH:19]=3)[CH:41]=[N:42]1, predict the reactants needed to synthesize it. The reactants are: [CH2:1]([OH:6])[C:2]([F:5])([F:4])[F:3].CC(C)([O-:10])C.[Na+].Cl[C:14]1[C:23]2[C:18](=[CH:19][CH:20]=[C:21]([S:24][C:25]3[N:29]4[CH:30]=[C:31]([C:34]5[CH:35]=[N:36][N:37]([CH3:39])[CH:38]=5)[CH:32]=[CH:33][C:28]4=[N:27][N:26]=3)[CH:22]=2)[N:17]=[CH:16][C:15]=1[C:40]1[CH:41]=[N:42][N:43]([CH3:45])[CH:44]=1. (3) The reactants are: [N:1]1[C:10]2[C:5](=[CH:6][CH:7]=[CH:8][CH:9]=2)[N:4]=[CH:3][C:2]=1[CH:11]=O.[C:13](#[N:17])[CH2:14][C:15]#[N:16].[OH:18][C:19]1[CH:27]=[CH:26][CH:25]=[C:24]2[C:20]=1[CH:21]=[CH:22][NH:23]2. Given the product [NH2:16][C:15]1[O:18][CH:19]2[C:20]3[C:24](=[CH:25][CH:26]=[C:27]2[CH:11]([C:2]2[CH:3]=[N:4][C:5]4[C:10](=[CH:9][CH:8]=[CH:7][CH:6]=4)[N:1]=2)[C:14]=1[C:13]#[N:17])[N:23]=[CH:22][CH:21]=3, predict the reactants needed to synthesize it.